From a dataset of Forward reaction prediction with 1.9M reactions from USPTO patents (1976-2016). Predict the product of the given reaction. (1) Given the reactants [CH3:1][O:2][C:3]1[CH:39]=[CH:38][C:6]([CH2:7][N:8]2[C:12]3=[N:13][CH:14]=[CH:15][C:16]([NH:17][C:18]4[CH:27]=[CH:26][C:21]([C:22]([O:24]C)=[O:23])=[CH:20][CH:19]=4)=[C:11]3[C:10]([NH:28][C@@H:29]3[CH2:33][CH2:32][N:31]([C:34](=[O:37])[CH2:35][CH3:36])[CH2:30]3)=[N:9]2)=[CH:5][CH:4]=1.[OH-].[Na+].Cl, predict the reaction product. The product is: [CH3:1][O:2][C:3]1[CH:4]=[CH:5][C:6]([CH2:7][N:8]2[C:12]3=[N:13][CH:14]=[CH:15][C:16]([NH:17][C:18]4[CH:19]=[CH:20][C:21]([C:22]([OH:24])=[O:23])=[CH:26][CH:27]=4)=[C:11]3[C:10]([NH:28][C@@H:29]3[CH2:33][CH2:32][N:31]([C:34](=[O:37])[CH2:35][CH3:36])[CH2:30]3)=[N:9]2)=[CH:38][CH:39]=1. (2) Given the reactants Br[C:2]1[C:3]([F:10])=[C:4]([CH3:9])[C:5]([F:8])=[CH:6][CH:7]=1.[Cu](C#N)[C:12]#[N:13], predict the reaction product. The product is: [F:10][C:3]1[C:4]([CH3:9])=[C:5]([F:8])[CH:6]=[CH:7][C:2]=1[C:12]#[N:13]. (3) Given the reactants [H-].[Na+].[CH2:3]1[CH2:7][O:6][CH2:5][CH2:4]1.[C:8]1([CH2:14][C:15]([CH2:17][C:18]2[CH:23]=[CH:22][CH:21]=[CH:20][CH:19]=2)=O)[CH:13]=[CH:12][CH:11]=[CH:10][CH:9]=1.[OH2:24], predict the reaction product. The product is: [CH2:14]([C:15]([CH2:17][C:18]1[CH:23]=[CH:22][CH:21]=[CH:20][CH:19]=1)=[CH:4][C:5]([O:6][CH2:7][CH3:3])=[O:24])[C:8]1[CH:13]=[CH:12][CH:11]=[CH:10][CH:9]=1. (4) Given the reactants [CH3:1][S:2][C:3]1[C:11]([OH:12])=[CH:10][CH:9]=[C:8]2[C:4]=1[CH:5]=[N:6][NH:7]2.O[C@H:14]1[CH2:19][CH2:18][C@H:17]([N:20]2[C:28](=[O:29])[C:27]3[C:22](=[CH:23][CH:24]=[CH:25][CH:26]=3)[C:21]2=[O:30])[CH2:16][CH2:15]1.CS(C1C(OC2CCCN(C(OC(C)(C)C)=O)CC2)=CC=C2C=1C=NN2)(=O)=O.C(C=P(CCCC)(CCCC)CCCC)#N, predict the reaction product. The product is: [CH3:1][S:2][C:3]1[C:11]([O:12][C@@H:14]2[CH2:15][CH2:16][C@H:17]([N:20]3[C:21](=[O:30])[C:22]4[C:27](=[CH:26][CH:25]=[CH:24][CH:23]=4)[C:28]3=[O:29])[CH2:18][CH2:19]2)=[CH:10][CH:9]=[C:8]2[C:4]=1[CH:5]=[N:6][NH:7]2. (5) Given the reactants [OH:1][C:2]([CH3:26])([CH2:16][O:17][C:18]1[CH:23]=[CH:22][C:21]([CH2:24]O)=[CH:20][CH:19]=1)[C:3]([NH:5][C:6]1[CH:11]=[CH:10][C:9]([N+:12]([O-:14])=[O:13])=[C:8]([CH3:15])[CH:7]=1)=[O:4].COCCN(S(F)(F)[F:37])CCOC.C([O-])(O)=O.[Na+], predict the reaction product. The product is: [F:37][CH2:24][C:21]1[CH:22]=[CH:23][C:18]([O:17][CH2:16][C:2]([OH:1])([CH3:26])[C:3]([NH:5][C:6]2[CH:11]=[CH:10][C:9]([N+:12]([O-:14])=[O:13])=[C:8]([CH3:15])[CH:7]=2)=[O:4])=[CH:19][CH:20]=1. (6) The product is: [C:4]([O:3][C:1]([N:8]1[CH2:13][CH2:12][CH:11]([CH2:14][NH:15][C:16]([NH:23][C:27]2[CH:26]=[CH:38][CH:39]=[CH:34][C:35]=2[CH2:40][C:41](=[O:42])[NH2:43])=[S:17])[CH2:10][CH2:9]1)=[O:2])([CH3:7])([CH3:6])[CH3:5]. Given the reactants [C:1]([N:8]1[CH2:13][CH2:12][CH:11]([CH2:14][NH2:15])[CH2:10][CH2:9]1)([O:3][C:4]([CH3:7])([CH3:6])[CH3:5])=[O:2].[C:16]([N:23]1[CH:27]=[CH:26]N=C1)(N1C=CN=C1)=[S:17].N1C=CN=C1.N[C:34]1[CH:39]=[CH:38]C=C[C:35]=1[CH2:40][C:41]([NH2:43])=[O:42], predict the reaction product. (7) Given the reactants C(O[C:4]([C:6]1[CH:11]=[C:10]([C:12]2[CH:13]=[N:14][CH:15]=[N:16][CH:17]=2)[CH:9]=[C:8]([CH3:18])[N:7]=1)=[O:5])C.[NH2:19][C:20]1[CH:24]=[CH:23][N:22]([CH3:25])[N:21]=1, predict the reaction product. The product is: [CH3:25][N:22]1[CH:23]=[CH:24][C:20]([NH:19][C:4]([C:6]2[CH:11]=[C:10]([C:12]3[CH:17]=[N:16][CH:15]=[N:14][CH:13]=3)[CH:9]=[C:8]([CH3:18])[N:7]=2)=[O:5])=[N:21]1. (8) Given the reactants B(O)(O)O.[CH3:5][O:6][C:7]1[CH:8]=[C:9]([C:15](=[O:29])[CH:16]([C:21]2[CH:26]=[CH:25][C:24]([O:27][CH3:28])=[CH:23][CH:22]=2)C(OC)=O)[CH:10]=[C:11]([O:13][CH3:14])[CH:12]=1, predict the reaction product. The product is: [CH3:5][O:6][C:7]1[CH:8]=[C:9]([C:15](=[O:29])[CH2:16][C:21]2[CH:26]=[CH:25][C:24]([O:27][CH3:28])=[CH:23][CH:22]=2)[CH:10]=[C:11]([O:13][CH3:14])[CH:12]=1.